Dataset: Full USPTO retrosynthesis dataset with 1.9M reactions from patents (1976-2016). Task: Predict the reactants needed to synthesize the given product. The reactants are: [CH3:1][CH2:2][CH2:3][C@H:4]([NH:10][C@H:11]([C:13]([N:15]1[C@H:23]([C:24]([OH:26])=[O:25])[CH2:22][C@H:21]2[C@@H:16]1[CH2:17][CH2:18][CH2:19][CH2:20]2)=[O:14])[CH3:12])[C:5]([O:7][CH2:8][CH3:9])=[O:6].[C:27](OCC)(=O)C. Given the product [CH3:1][CH2:2][CH2:3][C@H:4]([NH:10][C@H:11]([C:13]([N:15]1[C@H:23]([C:24]([OH:26])=[O:25])[CH2:22][C@H:21]2[C@@H:16]1[CH2:17][CH2:18][CH2:19][CH2:20]2)=[O:14])[CH3:12])[C:5]([O:7][CH2:8][CH3:9])=[O:6].[CH3:22][C:23]([NH2:15])([CH3:24])[CH3:27], predict the reactants needed to synthesize it.